Dataset: Blood-brain barrier permeability regression values from the B3DB database. Task: Regression/Classification. Given a drug SMILES string, predict its absorption, distribution, metabolism, or excretion properties. Task type varies by dataset: regression for continuous measurements (e.g., permeability, clearance, half-life) or binary classification for categorical outcomes (e.g., BBB penetration, CYP inhibition). For this dataset (b3db_regression), we predict Y. (1) The molecule is COC1=CC=CC=C1CNC2C3CCN(C2C(C4=CC=CC=C4)C5=CC=CC=C5)CC3. The Y is 0.370 log(BB ratio). (2) The molecule is CN1C2CC(CC1C3C2O3)OC(=O)C(CO)C4=CC=CC=C4. The Y is 0.230 log(BB ratio). (3) The molecule is CN(C)C1=C2C3=C(C(=O)N(C=N3)N4CCCCCC4)SC2=NC=C1. The Y is 0.430 log(BB ratio).